From a dataset of Forward reaction prediction with 1.9M reactions from USPTO patents (1976-2016). Predict the product of the given reaction. (1) The product is: [CH3:21][CH:20]([CH3:22])[C@H:19]([NH:23][C:24](=[O:27])[O:25][CH3:26])[C:18](=[O:28])[N:14]1[CH2:15][CH2:16][CH2:17][C@H:13]1[C:11]1[NH:12][C:8]([C:5]2[CH:6]=[CH:7][C:2]([B:32]3[O:36][C:35]([CH3:38])([CH3:37])[C:34]([CH3:40])([CH3:39])[O:33]3)=[C:3]([C:29]#[C:30][CH3:31])[CH:4]=2)=[CH:9][N:10]=1. Given the reactants Br[C:2]1[CH:7]=[CH:6][C:5]([C:8]2[NH:12][C:11]([C@@H:13]3[CH2:17][CH2:16][CH2:15][N:14]3[C:18](=[O:28])[C@@H:19]([NH:23][C:24](=[O:27])[O:25][CH3:26])[CH:20]([CH3:22])[CH3:21])=[N:10][CH:9]=2)=[CH:4][C:3]=1[C:29]#[C:30][CH3:31].[B:32]1([B:32]2[O:36][C:35]([CH3:38])([CH3:37])[C:34]([CH3:40])([CH3:39])[O:33]2)[O:36][C:35]([CH3:38])([CH3:37])[C:34]([CH3:40])([CH3:39])[O:33]1.CC([O-])=O.[K+], predict the reaction product. (2) The product is: [CH3:19][O:18][N:17]([CH3:16])[C:4]([C:3]1[C:2]([CH3:1])=[N:10][C:9]([C:11]([F:14])([F:13])[F:12])=[CH:8][CH:7]=1)=[O:5]. Given the reactants [CH3:1][C:2]1[N:10]=[C:9]([C:11]([F:14])([F:13])[F:12])[CH:8]=[CH:7][C:3]=1[C:4](O)=[O:5].Cl.[CH3:16][NH:17][O:18][CH3:19].CN1CCOCC1.Cl.CN(C)CCCN=C=NCC, predict the reaction product. (3) Given the reactants Br[C:2]1[CH:24]=[CH:23][C:5]2[C:6]3[N:7]=[C:8]([C:14]4[N:15]([CH:20]([CH3:22])[CH3:21])[C:16](=[O:19])[NH:17][N:18]=4)[S:9][C:10]=3[CH2:11][CH2:12][O:13][C:4]=2[CH:3]=1.[CH3:25][C:26]1([CH2:30][N:31]2[CH:35]=[C:34](B3OC(C)(C)C(C)(C)O3)[CH:33]=[N:32]2)[CH2:29][O:28][CH2:27]1, predict the reaction product. The product is: [CH:20]([N:15]1[C:14]([C:8]2[S:9][C:10]3[CH2:11][CH2:12][O:13][C:4]4[CH:3]=[C:2]([C:34]5[CH:33]=[N:32][N:31]([CH2:30][C:26]6([CH3:25])[CH2:27][O:28][CH2:29]6)[CH:35]=5)[CH:24]=[CH:23][C:5]=4[C:6]=3[N:7]=2)=[N:18][NH:17][C:16]1=[O:19])([CH3:22])[CH3:21]. (4) Given the reactants Cl.[CH3:2][NH:3][CH3:4].C=O.[NH:7]1[C:11]2=[N:12][CH:13]=[CH:14][CH:15]=[C:10]2[CH:9]=[C:8]1[C:16]([O:18][CH2:19][CH3:20])=[O:17].[C:21](O)(=O)C, predict the reaction product. The product is: [CH2:19]([O:18][C:16]([C:8]1[NH:7][C:11]2=[N:12][CH:13]=[CH:14][CH:15]=[C:10]2[C:9]=1[CH2:2][N:3]([CH3:21])[CH3:4])=[O:17])[CH3:20].